This data is from Catalyst prediction with 721,799 reactions and 888 catalyst types from USPTO. The task is: Predict which catalyst facilitates the given reaction. Product: [N:1]1[C:10]2[C:5](=[CH:6][CH:7]=[CH:8][CH:9]=2)[CH:4]=[C:3]([CH:11]2[CH2:12][CH2:13][CH:14]([CH:17]([CH2:34][CH3:35])[C:18]([O:20][CH2:21][CH3:22])=[O:19])[CH2:15][CH2:16]2)[CH:2]=1. Reactant: [N:1]1[C:10]2[C:5](=[CH:6][CH:7]=[CH:8][CH:9]=2)[CH:4]=[C:3]([CH:11]2[CH2:16][CH2:15][CH:14]([CH2:17][C:18]([O:20][CH2:21][CH3:22])=[O:19])[CH2:13][CH2:12]2)[CH:2]=1.C[Si]([N-][Si](C)(C)C)(C)C.[Na+].I[CH2:34][CH3:35]. The catalyst class is: 1.